This data is from Forward reaction prediction with 1.9M reactions from USPTO patents (1976-2016). The task is: Predict the product of the given reaction. (1) Given the reactants [Si:1]([O:8][C@H:9]([C@H:11]([N:19]1[CH:23]=[C:22]([C:24]([O:26][CH2:27][CH3:28])=[O:25])[N:21]=[CH:20]1)[CH2:12][CH2:13]OS(C)(=O)=O)[CH3:10])([C:4]([CH3:7])([CH3:6])[CH3:5])([CH3:3])[CH3:2].[CH:29]1[C:38]2[C:33](=[CH:34][CH:35]=[CH:36][CH:37]=2)[CH:32]=[CH:31][C:30]=1[SH:39].C(=O)([O-])[O-].[K+].[K+].O, predict the reaction product. The product is: [Si:1]([O:8][C@H:9]([C@H:11]([N:19]1[CH:23]=[C:22]([C:24]([O:26][CH2:27][CH3:28])=[O:25])[N:21]=[CH:20]1)[CH2:12][CH2:13][S:39][C:30]1[CH:31]=[CH:32][C:33]2[C:38](=[CH:37][CH:36]=[CH:35][CH:34]=2)[CH:29]=1)[CH3:10])([C:4]([CH3:6])([CH3:5])[CH3:7])([CH3:3])[CH3:2]. (2) Given the reactants [Cl:1][C:2]1[C:27]([O:28][C@@H:29]([CH3:34])[C:30]([O:32]C)=[O:31])=[CH:26][C:5]2[C:6]([C:9]3[C:10]([CH2:23][CH2:24][CH3:25])=[N:11][C:12]([O:15][C:16]4[CH:21]=[CH:20][C:19]([Cl:22])=[CH:18][CH:17]=4)=[CH:13][CH:14]=3)=[N:7][O:8][C:4]=2[CH:3]=1.[OH-].[Na+].C(O)(=O)C, predict the reaction product. The product is: [Cl:1][C:2]1[C:27]([O:28][C@@H:29]([CH3:34])[C:30]([OH:32])=[O:31])=[CH:26][C:5]2[C:6]([C:9]3[C:10]([CH2:23][CH2:24][CH3:25])=[N:11][C:12]([O:15][C:16]4[CH:17]=[CH:18][C:19]([Cl:22])=[CH:20][CH:21]=4)=[CH:13][CH:14]=3)=[N:7][O:8][C:4]=2[CH:3]=1. (3) The product is: [CH3:24][O:25][C:26](=[O:46])[CH2:27][CH2:28][C:29]1[CH:34]=[CH:33][C:32]([O:35][CH2:36][CH2:37][CH:38]([O:23][C:14]2[CH:15]=[CH:16][C:17]([C:19]([F:21])([F:22])[F:20])=[CH:18][C:13]=2[C:8]2[CH:9]=[CH:10][CH:11]=[CH:12][N:7]=2)[CH3:39])=[CH:31][C:30]=1[CH3:45]. Given the reactants C(=O)([O-])[O-].[Cs+].[Cs+].[N:7]1[CH:12]=[CH:11][CH:10]=[CH:9][C:8]=1[C:13]1[CH:18]=[C:17]([C:19]([F:22])([F:21])[F:20])[CH:16]=[CH:15][C:14]=1[OH:23].[CH3:24][O:25][C:26](=[O:46])[CH2:27][CH2:28][C:29]1[CH:34]=[CH:33][C:32]([O:35][CH2:36][CH2:37][CH:38](OS(C)(=O)=O)[CH3:39])=[CH:31][C:30]=1[CH3:45], predict the reaction product. (4) Given the reactants [CH2:1]([N:4]([C:43]([O:45][CH2:46][C:47]1[CH:52]=[CH:51][CH:50]=[CH:49][CH:48]=1)=[O:44])[C:5]1[C:10](=[O:11])[N:9]2[C@@H:12]([C:20](=[O:42])[NH:21][CH2:22][C:23]3[CH:28]=[CH:27][C:26]([C:29]([NH:31][C:32]([O:34][CH2:35][C:36]4[CH:41]=[CH:40][CH:39]=[CH:38][CH:37]=4)=[O:33])=[NH:30])=[CH:25][CH:24]=3)[CH2:13][C@:14]([CH2:16][C:17](O)=[O:18])([CH3:15])[C:8]2=[N:7][CH:6]=1)[CH:2]=[CH2:3].[NH:53]1[CH2:58][CH2:57][CH2:56][CH2:55][CH2:54]1, predict the reaction product. The product is: [CH2:46]([O:45][C:43](=[O:44])[N:4]([CH2:1][CH:2]=[CH2:3])[C:5]1[C:10](=[O:11])[N:9]2[C@@H:12]([C:20](=[O:42])[NH:21][CH2:22][C:23]3[CH:24]=[CH:25][C:26]([C:29]([NH:31][C:32]([O:34][CH2:35][C:36]4[CH:37]=[CH:38][CH:39]=[CH:40][CH:41]=4)=[O:33])=[NH:30])=[CH:27][CH:28]=3)[CH2:13][C@@:14]([CH3:15])([CH2:16][C:17](=[O:18])[N:53]3[CH2:58][CH2:57][CH2:56][CH2:55][CH2:54]3)[C:8]2=[N:7][CH:6]=1)[C:47]1[CH:48]=[CH:49][CH:50]=[CH:51][CH:52]=1. (5) Given the reactants [F:1][C:2]1[CH:7]=[CH:6][C:5]([C:8]2[C:13](=[O:14])[CH:12]=[CH:11]O[C:9]=2[CH3:15])=[CH:4][CH:3]=1.[OH-].[NH4+:17], predict the reaction product. The product is: [F:1][C:2]1[CH:7]=[CH:6][C:5]([C:8]2[C:13](=[O:14])[CH:12]=[CH:11][NH:17][C:9]=2[CH3:15])=[CH:4][CH:3]=1.